Task: Predict which catalyst facilitates the given reaction.. Dataset: Catalyst prediction with 721,799 reactions and 888 catalyst types from USPTO (1) Reactant: Br[C:2]1[CH:3]=[C:4]([NH2:11])[C:5]([N+:8]([O-:10])=[O:9])=[N:6][CH:7]=1.C([O-])([O-])=O.[Cs+].[Cs+].[C:18]([O:22][C:23]([NH:25][C:26]1[CH:31]=[CH:30][C:29]([OH:32])=[CH:28][CH:27]=1)=[O:24])([CH3:21])([CH3:20])[CH3:19]. Product: [N+:8]([C:5]1[C:4]([NH2:11])=[CH:3][C:2]([O:32][C:29]2[CH:28]=[CH:27][C:26]([NH:25][C:23]([O:22][C:18]([CH3:21])([CH3:20])[CH3:19])=[O:24])=[CH:31][CH:30]=2)=[CH:7][N:6]=1)([O-:10])=[O:9]. The catalyst class is: 3. (2) Reactant: [S:1]1[C:5]([C:6]([C@@H:8]2[CH2:13][CH2:12][CH2:11][N:10]([C:14]([O:16][C:17]([CH3:20])([CH3:19])[CH3:18])=[O:15])[CH2:9]2)=[O:7])=[CH:4][C:3]2[CH:21]=[CH:22][CH:23]=[CH:24][C:2]1=2.[CH3:25][O:26][CH2:27][CH2:28][CH2:29][CH2:30][Mg]Cl.[NH4+].[Cl-]. Product: [S:1]1[C:5]([C@:6]([C@@H:8]2[CH2:13][CH2:12][CH2:11][N:10]([C:14]([O:16][C:17]([CH3:20])([CH3:19])[CH3:18])=[O:15])[CH2:9]2)([OH:7])[CH2:30][CH2:29][CH2:28][CH2:27][O:26][CH3:25])=[CH:4][C:3]2[CH:21]=[CH:22][CH:23]=[CH:24][C:2]1=2. The catalyst class is: 1. (3) Reactant: C(OC([N:8]([CH2:27][C@H:28]1[CH2:37][CH2:36][C:35]2[C:30](=[CH:31][CH:32]=[C:33]([O:38][C:39]3[CH:48]=[CH:47][CH:46]=[CH:45][C:40]=3[C:41]([O:43][CH3:44])=[O:42])[CH:34]=2)[O:29]1)[CH2:9][C@H:10]([O:19][Si](C(C)(C)C)(C)C)[CH2:11][O:12][C:13]1[CH:18]=[CH:17][CH:16]=[CH:15][CH:14]=1)=O)(C)(C)C.Cl. Product: [OH:19][C@H:10]([CH2:11][O:12][C:13]1[CH:14]=[CH:15][CH:16]=[CH:17][CH:18]=1)[CH2:9][NH:8][CH2:27][C@H:28]1[CH2:37][CH2:36][C:35]2[C:30](=[CH:31][CH:32]=[C:33]([O:38][C:39]3[CH:48]=[CH:47][CH:46]=[CH:45][C:40]=3[C:41]([O:43][CH3:44])=[O:42])[CH:34]=2)[O:29]1. The catalyst class is: 12. (4) The catalyst class is: 18. Reactant: [CH3:1][CH:2]1[CH2:11][C:10]2[C:5](=[CH:6][C:7]([O:20][CH3:21])=[C:8]([O:12][CH2:13][C:14]3[CH:19]=[CH:18][CH:17]=[CH:16][CH:15]=3)[CH:9]=2)[CH2:4][NH:3]1.CCN(C(C)C)C(C)C.[CH3:31][O:32][C:33]1[CH:40]=[CH:39][C:38]([O:41][CH3:42])=[CH:37][C:34]=1[CH2:35]Cl.[Cl-].[NH4+]. Product: [CH3:31][O:32][C:33]1[CH:40]=[CH:39][C:38]([O:41][CH3:42])=[CH:37][C:34]=1[CH2:35][N:3]1[CH:2]([CH3:1])[CH2:11][C:10]2[C:5](=[CH:6][C:7]([O:20][CH3:21])=[C:8]([O:12][CH2:13][C:14]3[CH:19]=[CH:18][CH:17]=[CH:16][CH:15]=3)[CH:9]=2)[CH2:4]1. (5) Reactant: Br[C:2]1[N:3]=[C:4]([NH:11][CH2:12][C:13]2[CH:18]=[CH:17][C:16]([O:19][CH3:20])=[CH:15][CH:14]=2)[C:5]([NH:8][CH:9]=O)=[N:6][CH:7]=1.[F:21][C:22]1[CH:27]=[CH:26][C:25](B(O)O)=[CH:24][CH:23]=1.C([O-])(O)=O.[Na+]. Product: [F:21][C:22]1[CH:27]=[CH:26][C:25]([C:2]2[N:3]=[C:4]3[N:11]([CH2:12][C:13]4[CH:18]=[CH:17][C:16]([O:19][CH3:20])=[CH:15][CH:14]=4)[CH:9]=[N:8][C:5]3=[N:6][CH:7]=2)=[CH:24][CH:23]=1. The catalyst class is: 600. (6) Reactant: [N:1]1[C:10]2[C:9]3[CH:11]=[CH:12][S:13][C:8]=3[CH2:7][CH2:6][C:5]=2[C:4](O)=[N:3][CH:2]=1.P(Cl)(Cl)([Cl:17])=O.C1(C)C=CC=CC=1. Product: [Cl:17][C:4]1[C:5]2[CH2:6][CH2:7][C:8]3[S:13][CH:12]=[CH:11][C:9]=3[C:10]=2[N:1]=[CH:2][N:3]=1. The catalyst class is: 13. (7) Reactant: [C:1](/[C:3](/[C:28]1[CH:33]=[CH:32][C:31]([O:34][CH3:35])=[C:30]([O:36][CH3:37])[CH:29]=1)=[CH:4]\[C:5]1[S:9][C:8]([N:10]2[CH2:15][CH2:14][CH:13]([O:16][C:17](=[O:27])[CH2:18][N:19]3[CH2:26][CH2:25][CH2:24][CH2:23][CH2:22][CH2:21][CH2:20]3)[CH2:12][CH2:11]2)=[CH:7][CH:6]=1)#[N:2].[CH3:38][S:39]([OH:42])(=[O:41])=[O:40]. Product: [CH3:38][S:39]([OH:42])(=[O:41])=[O:40].[C:1](/[C:3](/[C:28]1[CH:33]=[CH:32][C:31]([O:34][CH3:35])=[C:30]([O:36][CH3:37])[CH:29]=1)=[CH:4]\[C:5]1[S:9][C:8]([N:10]2[CH2:11][CH2:12][CH:13]([O:16][C:17](=[O:27])[CH2:18][N:19]3[CH2:26][CH2:25][CH2:24][CH2:23][CH2:22][CH2:21][CH2:20]3)[CH2:14][CH2:15]2)=[CH:7][CH:6]=1)#[N:2]. The catalyst class is: 5. (8) Reactant: [Cl:1][C:2]1[N:6]([C:7]2[CH:12]=[CH:11][C:10]([C:13]3[CH:18]=[CH:17][CH:16]=[C:15]([O:19][CH3:20])[C:14]=3[OH:21])=[CH:9][CH:8]=2)[C:5]([C:22](OCC)=[O:23])=[C:4]([NH:27][C:28]([NH:30][CH:31]([CH3:36])[C:32]([O:34]C)=[O:33])=[O:29])[CH:3]=1.[Na]. Product: [Cl:1][C:2]1[N:6]([C:7]2[CH:12]=[CH:11][C:10]([C:13]3[CH:18]=[CH:17][CH:16]=[C:15]([O:19][CH3:20])[C:14]=3[OH:21])=[CH:9][CH:8]=2)[C:5]2[C:22](=[O:23])[N:30]([CH:31]([CH3:36])[C:32]([OH:34])=[O:33])[C:28](=[O:29])[NH:27][C:4]=2[CH:3]=1. The catalyst class is: 8. (9) Reactant: C[O:2][C:3](=[O:30])[C:4]1[CH:9]=[CH:8][CH:7]=[CH:6][C:5]=1[NH:10][C:11]1[CH:19]=[C:18]2[C:14]([C:15]([CH:20]=[CH:21][C:22]3[CH:27]=[CH:26][C:25]([CH2:28][CH3:29])=[CH:24][N:23]=3)=[N:16][NH:17]2)=[CH:13][CH:12]=1.[OH-].[Na+].[NH4+].[Cl-]. Product: [CH2:28]([C:25]1[CH:26]=[CH:27][C:22]([CH:21]=[CH:20][C:15]2[C:14]3[C:18](=[CH:19][C:11]([NH:10][C:5]4[CH:6]=[CH:7][CH:8]=[CH:9][C:4]=4[C:3]([OH:30])=[O:2])=[CH:12][CH:13]=3)[NH:17][N:16]=2)=[N:23][CH:24]=1)[CH3:29]. The catalyst class is: 200. (10) Reactant: [F:1][C:2]1[CH:42]=[C:41]([NH:43][C:44]([NH:46][C:47]2[CH:51]=[C:50]([CH3:52])[O:49][N:48]=2)=[O:45])[CH:40]=[CH:39][C:3]=1[O:4][C:5]1[CH:10]=[CH:9][N:8]=[C:7]2[CH:11]=[C:12]([C:14]3[CH:38]=[CH:37][C:17]([CH2:18][N:19]([CH2:27][CH2:28][O:29][CH2:30][CH2:31][O:32][CH2:33][CH2:34][O:35][CH3:36])C(=O)OC(C)(C)C)=[CH:16][CH:15]=3)[S:13][C:6]=12.FC(F)(F)C(O)=O. Product: [CH2:18]([C:17]1[CH:37]=[CH:38][C:14]([C:12]2[S:13][C:6]3[C:7](=[N:8][CH:9]=[CH:10][C:5]=3[O:4][C:3]3[CH:39]=[CH:40][C:41]([NH:43][C:44]([NH:46][C:47]4[CH:51]=[C:50]([CH3:52])[O:49][N:48]=4)=[O:45])=[CH:42][C:2]=3[F:1])[CH:11]=2)=[CH:15][CH:16]=1)[NH:19][CH2:27][CH2:28][O:29][CH2:30][CH2:31][O:32][CH2:33][CH2:34][O:35][CH3:36]. The catalyst class is: 4.